Dataset: Catalyst prediction with 721,799 reactions and 888 catalyst types from USPTO. Task: Predict which catalyst facilitates the given reaction. Reactant: [Br:1][C:2]1[N:7]=[C:6]([CH3:8])[N:5]=[C:4]([NH:9][C:10]2[S:11][C:12]([C:15]([O:17]C)=[O:16])=[CH:13][N:14]=2)[CH:3]=1.[OH-].[Na+].Cl. Product: [Br:1][C:2]1[N:7]=[C:6]([CH3:8])[N:5]=[C:4]([NH:9][C:10]2[S:11][C:12]([C:15]([OH:17])=[O:16])=[CH:13][N:14]=2)[CH:3]=1. The catalyst class is: 6.